The task is: Regression. Given two drug SMILES strings and cell line genomic features, predict the synergy score measuring deviation from expected non-interaction effect.. This data is from NCI-60 drug combinations with 297,098 pairs across 59 cell lines. Drug 1: CC1C(C(CC(O1)OC2CC(CC3=C2C(=C4C(=C3O)C(=O)C5=C(C4=O)C(=CC=C5)OC)O)(C(=O)C)O)N)O.Cl. Drug 2: CS(=O)(=O)OCCCCOS(=O)(=O)C. Cell line: HT29. Synergy scores: CSS=23.7, Synergy_ZIP=-0.349, Synergy_Bliss=6.90, Synergy_Loewe=-12.8, Synergy_HSA=4.20.